Dataset: Full USPTO retrosynthesis dataset with 1.9M reactions from patents (1976-2016). Task: Predict the reactants needed to synthesize the given product. (1) Given the product [Br:9][C:10]1[CH:18]=[C:17]([Cl:19])[CH:16]=[C:15]([F:20])[C:11]=1[C:12]([NH:13][OH:14])=[NH:2], predict the reactants needed to synthesize it. The reactants are: Cl[N:2]1C(=O)CCC1=O.[Br:9][C:10]1[CH:18]=[C:17]([Cl:19])[CH:16]=[C:15]([F:20])[C:11]=1[CH:12]=[N:13][OH:14].[NH4+].[OH-].CCOC(C)=O. (2) Given the product [NH:1]1[C:5]2[CH:6]=[CH:7][CH:8]=[CH:9][C:4]=2[N:3]=[C:2]1[S:10][CH2:11][C:12]1[CH:21]=[CH:20][C:15]([C:16]([OH:18])=[O:17])=[CH:14][CH:13]=1, predict the reactants needed to synthesize it. The reactants are: [NH:1]1[C:5]2[CH:6]=[CH:7][CH:8]=[CH:9][C:4]=2[N:3]=[C:2]1[S:10][CH2:11][C:12]1[CH:21]=[CH:20][C:15]([C:16]([O:18]C)=[O:17])=[CH:14][CH:13]=1.[OH-].[Li+]. (3) Given the product [OH:2][C:3]1[CH:12]=[CH:11][C:10]2[C:5](=[CH:6][CH:7]=[C:8]([O:13][CH3:14])[CH:9]=2)[C:4]=1[C:15]([C:17]1[CH:22]=[CH:21][C:20]([O:23][CH2:24][CH2:25][N:26]2[CH2:31][CH2:30][CH2:29][CH2:28][CH2:27]2)=[CH:19][CH:18]=1)=[O:16], predict the reactants needed to synthesize it. The reactants are: C[O:2][C:3]1[CH:12]=[CH:11][C:10]2[C:5](=[CH:6][CH:7]=[C:8]([O:13][CH3:14])[CH:9]=2)[C:4]=1[C:15]([C:17]1[CH:22]=[CH:21][C:20]([O:23][CH2:24][CH2:25][N:26]2[CH2:31][CH2:30][CH2:29][CH2:28][CH2:27]2)=[CH:19][CH:18]=1)=[O:16].N#N.B(Cl)(Cl)Cl.CO.C([O-])(O)=O.[Na+]. (4) The reactants are: IC.[CH3:3][O:4][C:5](=[O:38])[CH2:6][C@H:7]1[C:11]2[CH:12]=[CH:13][C:14]([O:16][C@H:17]3[C:25]4[C:20](=[C:21]([CH2:30][C:31]5[CH:36]=[CH:35][C:34]([OH:37])=[CH:33][CH:32]=5)[C:22]([C:26]([F:29])([F:28])[F:27])=[CH:23][CH:24]=4)[CH2:19][CH2:18]3)=[CH:15][C:10]=2[O:9][CH2:8]1.[C:39]([O-])([O-])=O.[K+].[K+]. Given the product [CH3:3][O:4][C:5](=[O:38])[CH2:6][C@H:7]1[C:11]2[CH:12]=[CH:13][C:14]([O:16][C@H:17]3[C:25]4[C:20](=[C:21]([CH2:30][C:31]5[CH:36]=[CH:35][C:34]([O:37][CH3:39])=[CH:33][CH:32]=5)[C:22]([C:26]([F:27])([F:28])[F:29])=[CH:23][CH:24]=4)[CH2:19][CH2:18]3)=[CH:15][C:10]=2[O:9][CH2:8]1, predict the reactants needed to synthesize it. (5) Given the product [OH:27][CH2:17][C:18]1[N:13]=[C:11](/[CH:10]=[CH:9]/[C:6]2[CH:5]=[CH:4][C:3]([C:2]([F:14])([F:15])[F:1])=[CH:8][CH:7]=2)[O:12][CH:20]=1, predict the reactants needed to synthesize it. The reactants are: [F:1][C:2]([F:15])([F:14])[C:3]1[CH:8]=[CH:7][C:6](/[CH:9]=[CH:10]/[C:11]([NH2:13])=[O:12])=[CH:5][CH:4]=1.Cl[CH2:17][C:18]([CH2:20]Cl)=O.O.O.O.C([O-])(=[O:27])C.[Na+].[OH-].[Na+].